This data is from NCI-60 drug combinations with 297,098 pairs across 59 cell lines. The task is: Regression. Given two drug SMILES strings and cell line genomic features, predict the synergy score measuring deviation from expected non-interaction effect. (1) Drug 1: CC1=CC=C(C=C1)C2=CC(=NN2C3=CC=C(C=C3)S(=O)(=O)N)C(F)(F)F. Drug 2: C1CN1C2=NC(=NC(=N2)N3CC3)N4CC4. Cell line: MOLT-4. Synergy scores: CSS=58.6, Synergy_ZIP=0.175, Synergy_Bliss=-1.55, Synergy_Loewe=-26.9, Synergy_HSA=-3.22. (2) Drug 1: CS(=O)(=O)C1=CC(=C(C=C1)C(=O)NC2=CC(=C(C=C2)Cl)C3=CC=CC=N3)Cl. Drug 2: C1=NC(=NC(=O)N1C2C(C(C(O2)CO)O)O)N. Cell line: HT29. Synergy scores: CSS=6.03, Synergy_ZIP=-0.336, Synergy_Bliss=1.07, Synergy_Loewe=-5.63, Synergy_HSA=-1.61. (3) Drug 1: CC1CCC2CC(C(=CC=CC=CC(CC(C(=O)C(C(C(=CC(C(=O)CC(OC(=O)C3CCCCN3C(=O)C(=O)C1(O2)O)C(C)CC4CCC(C(C4)OC)O)C)C)O)OC)C)C)C)OC. Drug 2: CC1=C2C(C(=O)C3(C(CC4C(C3C(C(C2(C)C)(CC1OC(=O)C(C(C5=CC=CC=C5)NC(=O)C6=CC=CC=C6)O)O)OC(=O)C7=CC=CC=C7)(CO4)OC(=O)C)O)C)OC(=O)C. Cell line: OVCAR3. Synergy scores: CSS=31.0, Synergy_ZIP=13.9, Synergy_Bliss=14.5, Synergy_Loewe=5.42, Synergy_HSA=6.82.